This data is from Reaction yield outcomes from USPTO patents with 853,638 reactions. The task is: Predict the reaction yield, written as a fraction of the theoretical maximum amount of product (1.0 means a 100% yield; for example, 0.34 means a 34% yield). (1) The reactants are [CH2:1]([O:3][CH:4]([CH3:7])[CH2:5][NH2:6])[CH3:2].C([N:16]=[C:17]=[S:18])(=O)C1C=CC=CC=1.C(=O)([O-])[O-].[K+].[K+].S(=O)(=O)(O)O. The catalyst is C(Cl)(Cl)Cl. The product is [CH2:1]([O:3][CH:4]([CH3:7])[CH2:5][NH:6][C:17]([NH2:16])=[S:18])[CH3:2]. The yield is 0.590. (2) The product is [C:28]([O:32][C:33](=[O:34])[NH:35][C:36]12[CH2:43][CH2:42][C:39]([C:44](=[O:46])[NH:48][CH2:47][C:18]3[N:19]=[C:14]4[CH:13]=[CH:12][N:11]([S:1]([C:4]5[CH:5]=[CH:6][C:7]([CH3:8])=[CH:9][CH:10]=5)(=[O:3])=[O:2])[C:15]4=[N:16][CH:17]=3)([CH2:40][CH2:41]1)[CH2:38][CH2:37]2)([CH3:31])([CH3:30])[CH3:29]. The catalyst is CO.C1COCC1.C(Cl)Cl.C([O-])(O)=O.[Na+].[Zn]. The yield is 0.230. The reactants are [S:1]([N:11]1[C:15]2=[N:16][CH:17]=[C:18](C=O)[N:19]=[C:14]2[CH:13]=[CH:12]1)([C:4]1[CH:10]=[CH:9][C:7]([CH3:8])=[CH:6][CH:5]=1)(=[O:3])=[O:2].NO.CC(O)=O.[C:28]([O:32][C:33]([NH:35][C:36]12[CH2:43][CH2:42][C:39]([C:44]([OH:46])=O)([CH2:40][CH2:41]1)[CH2:38][CH2:37]2)=[O:34])([CH3:31])([CH3:30])[CH3:29].[CH3:47][N:48](C(ON1N=NC2C=CC=NC1=2)=[N+](C)C)C.F[P-](F)(F)(F)(F)F.